From a dataset of Forward reaction prediction with 1.9M reactions from USPTO patents (1976-2016). Predict the product of the given reaction. (1) Given the reactants [CH2:1]([C:3]1[C:7]([S:8][C:9]2[CH:14]=[CH:13][C:12]([F:15])=[CH:11][CH:10]=2)=[C:6]([CH2:16][CH3:17])[NH:5][N:4]=1)[CH3:2].N1C=CC=N1.[H-].[Na+].[CH3:25][C:26]1([CH3:41])[CH2:28][N:27]1[S:29]([C:32]1[CH:37]=[CH:36][C:35]([N+:38]([O-:40])=[O:39])=[CH:34][CH:33]=1)(=[O:31])=[O:30], predict the reaction product. The product is: [CH2:1]([C:3]1[C:7]([S:8][C:9]2[CH:14]=[CH:13][C:12]([F:15])=[CH:11][CH:10]=2)=[C:6]([CH2:16][CH3:17])[N:5]([CH2:41][C:26]([NH:27][S:29]([C:32]2[CH:37]=[CH:36][C:35]([N+:38]([O-:40])=[O:39])=[CH:34][CH:33]=2)(=[O:30])=[O:31])([CH3:25])[CH3:28])[N:4]=1)[CH3:2]. (2) Given the reactants [Br:1][C:2]1[CH:3]=[C:4](/[C:8](=[CH:14]/[N:15](C)C)/[C:9]([O:11]CC)=O)[CH:5]=[N:6][CH:7]=1.[NH:18]([C:20]1[N:25]=[CH:24][C:23]([C:26]([O:28][C:29]([CH3:32])([CH3:31])[CH3:30])=[O:27])=[CH:22][CH:21]=1)N.C1(C)C=CC(S(O)(=O)=O)=CC=1.[ClH:44], predict the reaction product. The product is: [ClH:44].[Br:1][C:2]1[CH:3]=[C:4]([C:8]2[C:9](=[O:11])[N:18]([C:20]3[N:25]=[CH:24][C:23]([C:26]([O:28][C:29]([CH3:32])([CH3:31])[CH3:30])=[O:27])=[CH:22][CH:21]=3)[NH:15][CH:14]=2)[CH:5]=[N:6][CH:7]=1. (3) Given the reactants [OH:1][C:2]1[CH:3]=[CH:4][C:5]2[C:17](=[O:18])[C:16]3[C:15]4[C:10](=[CH:11][C:12]([C:19]#[N:20])=[CH:13][CH:14]=4)[NH:9][C:8]=3[C:7]([CH3:22])([CH3:21])[C:6]=2[CH:23]=1.N1C=CN=C1.[C:29]([Si:33](Cl)([CH3:35])[CH3:34])([CH3:32])([CH3:31])[CH3:30].C(=O)([O-])O.[Na+], predict the reaction product. The product is: [C:29]([Si:33]([CH3:35])([CH3:34])[O:1][C:2]1[CH:3]=[CH:4][C:5]2[C:17](=[O:18])[C:16]3[C:15]4[C:10](=[CH:11][C:12]([C:19]#[N:20])=[CH:13][CH:14]=4)[NH:9][C:8]=3[C:7]([CH3:21])([CH3:22])[C:6]=2[CH:23]=1)([CH3:32])([CH3:31])[CH3:30]. (4) Given the reactants [Li+].[OH-].C[O:4][C:5]([C:7]1[N:15]=[C:14]2[C:10]([N:11]([CH2:24][C:25]3[CH:30]=[CH:29][C:28]([C:31]([F:34])([F:33])[F:32])=[CH:27][CH:26]=3)[C:12]([CH2:16][O:17][C:18]3[CH:23]=[CH:22][CH:21]=[CH:20][CH:19]=3)=[N:13]2)=[C:9]([NH:35][C@@H:36]([CH:38]2[CH2:41][CH2:40][CH2:39]2)[CH3:37])[N:8]=1)=[O:6], predict the reaction product. The product is: [CH:38]1([C@H:36]([NH:35][C:9]2[N:8]=[C:7]([C:5]([OH:6])=[O:4])[N:15]=[C:14]3[C:10]=2[N:11]([CH2:24][C:25]2[CH:30]=[CH:29][C:28]([C:31]([F:34])([F:33])[F:32])=[CH:27][CH:26]=2)[C:12]([CH2:16][O:17][C:18]2[CH:23]=[CH:22][CH:21]=[CH:20][CH:19]=2)=[N:13]3)[CH3:37])[CH2:41][CH2:40][CH2:39]1. (5) The product is: [Cl:1][C:2]1[CH:7]=[C:6]2[NH:8][C:9](=[O:30])[C:10]3([CH:15]([C:16]4[CH:17]=[CH:18][C:19]([Cl:22])=[CH:20][CH:21]=4)[CH2:14][CH2:13][N:12]([C:32]([NH:31][C:34]4[CH:41]=[CH:40][CH:39]=[C:36]([C:37]#[N:38])[CH:35]=4)=[O:33])[CH:11]3[C:23]3[CH:28]=[CH:27][CH:26]=[C:25]([F:29])[CH:24]=3)[C:5]2=[CH:4][CH:3]=1. Given the reactants [Cl:1][C:2]1[CH:7]=[C:6]2[NH:8][C:9](=[O:30])[C:10]3([CH:15]([C:16]4[CH:21]=[CH:20][C:19]([Cl:22])=[CH:18][CH:17]=4)[CH2:14][CH2:13][NH:12][CH:11]3[C:23]3[CH:28]=[CH:27][CH:26]=[C:25]([F:29])[CH:24]=3)[C:5]2=[CH:4][CH:3]=1.[N:31]([C:34]1[CH:35]=[C:36]([CH:39]=[CH:40][CH:41]=1)[C:37]#[N:38])=[C:32]=[O:33], predict the reaction product.